From a dataset of Full USPTO retrosynthesis dataset with 1.9M reactions from patents (1976-2016). Predict the reactants needed to synthesize the given product. (1) Given the product [ClH:1].[N:2]12[CH2:11][CH:6]3[CH2:7][CH:8]([CH2:10][CH:4]([C@@H:5]3[NH:12][C:24]([C:22]3[S:23][C:19]([C:13]4[CH:14]=[CH:15][CH:16]=[CH:17][CH:18]=4)=[CH:20][CH:21]=3)=[O:25])[CH2:3]1)[CH2:9]2, predict the reactants needed to synthesize it. The reactants are: [ClH:1].[N:2]12[CH2:11][CH:6]3[CH2:7][CH:8]([CH2:10][CH:4]([C@@H:5]3[NH2:12])[CH2:3]1)[CH2:9]2.[C:13]1([C:19]2[S:23][C:22]([C:24](O)=[O:25])=[CH:21][CH:20]=2)[CH:18]=[CH:17][CH:16]=[CH:15][CH:14]=1.N. (2) Given the product [C:3]([O:7][C:8](=[O:13])[C:23]([C:24]#[N:25])([CH3:15])[CH:22]=[CH2:21])([CH3:6])([CH3:5])[CH3:4], predict the reactants needed to synthesize it. The reactants are: [H-].[Na+].[C:3]([O:7][C:8](=[O:13])C(C#N)C)([CH3:6])([CH3:5])[CH3:4].Br[CH2:15]CBr.N12CCC[N:25]=[C:24]1[CH2:23][CH2:22][CH2:21]CC2.[Cl-].[NH4+]. (3) Given the product [ClH:35].[C:27]([N:24]1[CH2:25][CH2:26][CH:22]([CH2:21][NH:13][C@@H:11]([C:1]2[C:10]3[C:5](=[CH:6][CH:7]=[CH:8][CH:9]=3)[CH:4]=[CH:3][CH:2]=2)[CH3:12])[CH2:23]1)(=[O:34])[C:28]1[CH:33]=[CH:32][CH:31]=[CH:30][CH:29]=1, predict the reactants needed to synthesize it. The reactants are: [C:1]1([C@H:11]([N:13]([CH2:21][CH:22]2[CH2:26][CH2:25][NH:24][CH2:23]2)C(=O)OC(C)(C)C)[CH3:12])[C:10]2[C:5](=[CH:6][CH:7]=[CH:8][CH:9]=2)[CH:4]=[CH:3][CH:2]=1.[C:27]([Cl:35])(=[O:34])[C:28]1[CH:33]=[CH:32][CH:31]=[CH:30][CH:29]=1.C(=O)(O)[O-].[Na+]. (4) Given the product [CH2:17]([O:19][CH:20]([O:21][CH2:22][CH3:23])[CH:3]1[CH2:8][C:7]([CH3:10])([CH3:9])[CH2:6][CH2:5][C:4]1=[O:11])[CH3:18], predict the reactants needed to synthesize it. The reactants are: O/C=[C:3]1/[C:4](=[O:11])[CH2:5][CH2:6][C:7]([CH3:10])([CH3:9])[CH2:8]/1.F[B-](F)(F)F.[CH2:17]([O:19][CH+:20][O:21][CH2:22][CH3:23])[CH3:18]. (5) Given the product [CH3:9][O:8][C:7]1[CH:6]=[CH:5][C:4]([C@H:10]([NH:12][S:13]([C:15]([CH3:18])([CH3:17])[CH3:16])=[O:14])[CH3:11])=[CH:3][C:2]=1[B:19]1[O:23][C:22]([CH3:25])([CH3:24])[C:21]([CH3:27])([CH3:26])[O:20]1, predict the reactants needed to synthesize it. The reactants are: Br[C:2]1[CH:3]=[C:4]([C@H:10]([NH:12][S:13]([C:15]([CH3:18])([CH3:17])[CH3:16])=[O:14])[CH3:11])[CH:5]=[CH:6][C:7]=1[O:8][CH3:9].[B:19]1([B:19]2[O:23][C:22]([CH3:25])([CH3:24])[C:21]([CH3:27])([CH3:26])[O:20]2)[O:23][C:22]([CH3:25])([CH3:24])[C:21]([CH3:27])([CH3:26])[O:20]1.C([O-])(=O)C.[K+]. (6) The reactants are: [O:1]=[C:2]1[C:7]([CH2:8][C:9]2[CH:14]=[CH:13][C:12]([C:15]3[C:16]([C:21]#[N:22])=[CH:17][CH:18]=[CH:19][CH:20]=3)=[CH:11][CH:10]=2)=[C:6]([CH2:23][CH2:24][CH3:25])[N:5]2[N:26]=[CH:27][N:28]=[C:4]2[N:3]1[CH:29]1[CH2:34][CH2:33][CH:32]([O:35][CH2:36][CH:37]=[CH2:38])[CH2:31][CH2:30]1.ClC1C=CC=C(C(OO)=[O:47])C=1.C(=O)([O-])O.[Na+].S([O-])([O-])(=O)=S.[Na+].[Na+]. Given the product [O:47]1[CH2:38][CH:37]1[CH2:36][O:35][C@H:32]1[CH2:31][CH2:30][C@H:29]([N:3]2[C:2](=[O:1])[C:7]([CH2:8][C:9]3[CH:10]=[CH:11][C:12]([C:15]4[C:16]([C:21]#[N:22])=[CH:17][CH:18]=[CH:19][CH:20]=4)=[CH:13][CH:14]=3)=[C:6]([CH2:23][CH2:24][CH3:25])[N:5]3[N:26]=[CH:27][N:28]=[C:4]23)[CH2:34][CH2:33]1, predict the reactants needed to synthesize it. (7) Given the product [Br:2][C:3]1[CH:4]=[C:5]([C:14]2[N:53]([C:49]3[CH:48]=[N:47][CH:52]=[CH:51][CH:50]=3)[N:54]=[C:16]([C:17]([OH:19])=[O:18])[CH:15]=2)[CH:6]=[C:7]([O:9][C:10]([F:11])([F:12])[F:13])[CH:8]=1, predict the reactants needed to synthesize it. The reactants are: [Li].[Br:2][C:3]1[CH:4]=[C:5]([C:14]([O-])=[CH:15][C:16](=O)[C:17]([O:19]CC)=[O:18])[CH:6]=[C:7]([O:9][C:10]([F:13])([F:12])[F:11])[CH:8]=1.ClC1C=C(C2N(C3C=CC=CN=3)N=C(C(O)=O)C=2)C=C(F)C=1.Cl.[N:47]1[CH:52]=[CH:51][CH:50]=[C:49]([NH:53][NH2:54])[CH:48]=1. (8) Given the product [F:1][C:2]1[CH:3]=[CH:4][C:5]([S:8]([C:11]2[CH:12]=[CH:13][C:14]([CH3:27])=[C:15]([S:17]([NH:20][CH2:21][CH2:22][C:23]([OH:25])=[O:24])(=[O:19])=[O:18])[CH:16]=2)(=[O:10])=[O:9])=[CH:6][CH:7]=1, predict the reactants needed to synthesize it. The reactants are: [F:1][C:2]1[CH:7]=[CH:6][C:5]([S:8]([C:11]2[CH:12]=[CH:13][C:14]([CH3:27])=[C:15]([S:17]([NH:20][CH2:21][CH2:22][C:23]([O:25]C)=[O:24])(=[O:19])=[O:18])[CH:16]=2)(=[O:10])=[O:9])=[CH:4][CH:3]=1.[OH-].[Li+]. (9) Given the product [CH2:1]([O:3][C:4]1[CH:9]=[CH:8][C:7]([S:30]([Cl:34])(=[O:32])=[O:31])=[CH:6][C:5]=1[C:10]1[NH:15][C:14](=[O:16])[C:13]2=[C:17]([CH3:29])[N:18]=[C:19]([CH2:20][CH2:21][CH2:22][CH2:23][CH2:24][CH2:25][CH2:26][CH2:27][CH3:28])[N:12]2[N:11]=1)[CH3:2], predict the reactants needed to synthesize it. The reactants are: [CH2:1]([O:3][C:4]1[CH:9]=[CH:8][CH:7]=[CH:6][C:5]=1[C:10]1[NH:15][C:14](=[O:16])[C:13]2=[C:17]([CH3:29])[N:18]=[C:19]([CH2:20][CH2:21][CH2:22][CH2:23][CH2:24][CH2:25][CH2:26][CH2:27][CH3:28])[N:12]2[N:11]=1)[CH3:2].[S:30]([Cl:34])(=O)(=[O:32])[OH:31].S(Cl)(Cl)(=O)=O. (10) The reactants are: [F:1][C:2]([F:15])([F:14])[O:3][C:4]1[CH:13]=[CH:12][C:7]([C:8]([NH:10][NH2:11])=O)=[CH:6][CH:5]=1.I.CS[C:19](=[NH:28])[NH:20][C:21]1[CH:26]=[CH:25][C:24]([OH:27])=[CH:23][CH:22]=1. Given the product [F:1][C:2]([F:15])([F:14])[O:3][C:4]1[CH:13]=[CH:12][C:7]([C:8]2[NH:28][C:19]([NH:20][C:21]3[CH:26]=[CH:25][C:24]([OH:27])=[CH:23][CH:22]=3)=[N:11][N:10]=2)=[CH:6][CH:5]=1, predict the reactants needed to synthesize it.